Dataset: Experimentally validated miRNA-target interactions with 360,000+ pairs, plus equal number of negative samples. Task: Binary Classification. Given a miRNA mature sequence and a target amino acid sequence, predict their likelihood of interaction. The miRNA is hsa-miR-3170 with sequence CUGGGGUUCUGAGACAGACAGU. Result: 0 (no interaction). The protein sequence of the target gene is MPVQLTTALRVVGTSLFALAVLGGILAAYVTGYQFIHTEKHYLSFGLYGAILGLHLLIQSLFAFLEHRRMRRAGQALKLPSPRRGSVALCIAAYQEDPDYLRKCLRSAQRISFPDLKVVMVVDGNRQEDAYMLDIFHEVLGGTEQAGFFVWRSNFHEAGEGETEASLQEGMDRVRDVVRASTFSCIMQKWGGKREVMYTAFKALGDSVDYIQVCDSDTVLDPACTIEMLRVLEEDPQVGGVGGDVQILNKYDSWISFLSSVRYWMAFNVERACQSYFGCVQCISGPLGMYRNSLLQQFLE....